From a dataset of NCI-60 drug combinations with 297,098 pairs across 59 cell lines. Regression. Given two drug SMILES strings and cell line genomic features, predict the synergy score measuring deviation from expected non-interaction effect. (1) Drug 1: CC(CN1CC(=O)NC(=O)C1)N2CC(=O)NC(=O)C2. Drug 2: CC1CCC2CC(C(=CC=CC=CC(CC(C(=O)C(C(C(=CC(C(=O)CC(OC(=O)C3CCCCN3C(=O)C(=O)C1(O2)O)C(C)CC4CCC(C(C4)OC)OCCO)C)C)O)OC)C)C)C)OC. Cell line: MDA-MB-231. Synergy scores: CSS=14.7, Synergy_ZIP=-5.74, Synergy_Bliss=-3.92, Synergy_Loewe=-4.90, Synergy_HSA=-0.890. (2) Drug 1: C1=NC2=C(N=C(N=C2N1C3C(C(C(O3)CO)O)O)F)N. Drug 2: CCCCCOC(=O)NC1=NC(=O)N(C=C1F)C2C(C(C(O2)C)O)O. Cell line: CAKI-1. Synergy scores: CSS=-8.07, Synergy_ZIP=3.77, Synergy_Bliss=-1.12, Synergy_Loewe=-8.76, Synergy_HSA=-8.59. (3) Drug 1: CCC1=CC2CC(C3=C(CN(C2)C1)C4=CC=CC=C4N3)(C5=C(C=C6C(=C5)C78CCN9C7C(C=CC9)(C(C(C8N6C)(C(=O)OC)O)OC(=O)C)CC)OC)C(=O)OC.C(C(C(=O)O)O)(C(=O)O)O. Drug 2: C1CN(CCN1C(=O)CCBr)C(=O)CCBr. Cell line: HOP-62. Synergy scores: CSS=40.5, Synergy_ZIP=-5.53, Synergy_Bliss=0.859, Synergy_Loewe=-22.9, Synergy_HSA=2.25. (4) Synergy scores: CSS=46.4, Synergy_ZIP=-6.91, Synergy_Bliss=-4.52, Synergy_Loewe=-3.64, Synergy_HSA=-2.01. Cell line: 786-0. Drug 2: CC1C(C(CC(O1)OC2CC(CC3=C2C(=C4C(=C3O)C(=O)C5=CC=CC=C5C4=O)O)(C(=O)C)O)N)O. Drug 1: C1=NC2=C(N1)C(=S)N=CN2.